This data is from Catalyst prediction with 721,799 reactions and 888 catalyst types from USPTO. The task is: Predict which catalyst facilitates the given reaction. Reactant: [C:1]([S:5][C:6]1[CH:13]=[CH:12][C:9]([C:10]#[N:11])=[CH:8][N:7]=1)([CH3:4])([CH3:3])[CH3:2].Cl. Product: [NH2:11][CH2:10][C:9]1[CH:12]=[CH:13][C:6]([S:5][C:1]([CH3:4])([CH3:3])[CH3:2])=[N:7][CH:8]=1. The catalyst class is: 36.